From a dataset of Choline transporter screen with 302,306 compounds. Binary Classification. Given a drug SMILES string, predict its activity (active/inactive) in a high-throughput screening assay against a specified biological target. (1) The drug is Clc1c(NC(=O)CN2CCN(CC2)CC(=O)Nc2cc(Cl)c(OC)cc2)cccc1. The result is 0 (inactive). (2) The molecule is o1c2c(n(CCCC(=O)Nc3c(O)cc(cc3)C)c1=O)cccc2. The result is 0 (inactive). (3) The compound is S(c1n(c(nn1)Cn1nnc2c1cccc2)C)CC(=O)Nc1sc(c(n1)C)C(OC)=O. The result is 0 (inactive). (4) The molecule is O1CCN(CC1)C(=O)Nc1ccc(OC)cc1. The result is 0 (inactive). (5) The molecule is s1cc(nc1NC(=O)c1c[nH]c(=O)cc1)c1c(n(c(c1)C)Cc1occc1)C. The result is 0 (inactive). (6) The drug is O=c1n2c(nc(N3CCN(CC3)C)c1/C=C(/C#N)C#N)cccc2. The result is 0 (inactive). (7) The compound is s1cc(c2oc3c(cc(N4CCOCC4)cc3)c2c2ccc(OC)cc2)cc1. The result is 0 (inactive). (8) The molecule is O(c1ccc(c2c3n(nc2C)c(cc(n3)C)c2ccccc2)cc1)C. The result is 0 (inactive). (9) The molecule is Clc1ccc(CN2C3C(CC2C(OC)=O)CCC(O)C3)cc1. The result is 0 (inactive).